Predict the reaction yield, written as a fraction of the theoretical maximum amount of product (1.0 means a 100% yield; for example, 0.34 means a 34% yield). From a dataset of Reaction yield outcomes from USPTO patents with 853,638 reactions. (1) The reactants are [OH:1][C:2]1[C:11]2[C:6](=[C:7]([CH3:13])[N:8]=[C:9]([CH3:12])[CH:10]=2)[N:5]=[CH:4][C:3]=1[C:14]([O:16][CH2:17][CH3:18])=[O:15].[C:19]([O-])([O-])=O.[Na+].[Na+].IC. The catalyst is CN(C=O)C. The product is [CH3:19][N:5]1[C:6]2[C:11](=[CH:10][C:9]([CH3:12])=[N:8][C:7]=2[CH3:13])[C:2](=[O:1])[C:3]([C:14]([O:16][CH2:17][CH3:18])=[O:15])=[CH:4]1. The yield is 0.210. (2) The reactants are [F:1][C:2]1[C:7]([F:8])=[C:6]([OH:9])[CH:5]=[CH:4][C:3]=1[C:10]1[S:14][C:13]([N:15]2[CH2:18][C:17]3([CH2:23][CH2:22][N:21]([C:24]([O:26][C:27]([CH3:30])([CH3:29])[CH3:28])=[O:25])[CH2:20][CH2:19]3)[CH2:16]2)=[N:12][N:11]=1.[F:31][C:32]([F:51])([F:50])[S:33](N(C1C=CC=CC=1)[S:33]([C:32]([F:51])([F:50])[F:31])(=[O:35])=[O:34])(=[O:35])=[O:34]. The catalyst is C(Cl)Cl. The product is [F:1][C:2]1[C:7]([F:8])=[C:6]([O:9][S:33]([C:32]([F:51])([F:50])[F:31])(=[O:35])=[O:34])[CH:5]=[CH:4][C:3]=1[C:10]1[S:14][C:13]([N:15]2[CH2:18][C:17]3([CH2:23][CH2:22][N:21]([C:24]([O:26][C:27]([CH3:30])([CH3:29])[CH3:28])=[O:25])[CH2:20][CH2:19]3)[CH2:16]2)=[N:12][N:11]=1. The yield is 0.890. (3) The reactants are C([O:5][N:6]=[C:7]1[C:16]2[C:11](=[CH:12][CH:13]=[CH:14][CH:15]=2)[O:10][C:9]([C:17]2[N:18]=[CH:19][C:20]3[C:25]([CH:26]=2)=[CH:24][CH:23]=[CH:22][CH:21]=3)=[CH:8]1)(C)(C)C.[OH-].[Na+]. The catalyst is ClCCl.[Ti](Cl)(Cl)(Cl)Cl. The product is [CH:19]1[C:20]2[C:25](=[CH:24][CH:23]=[CH:22][CH:21]=2)[CH:26]=[C:17]([C:9]2[O:10][C:11]3[C:16]([C:7](=[N:6][OH:5])[CH:8]=2)=[CH:15][CH:14]=[CH:13][CH:12]=3)[N:18]=1. The yield is 0.620. (4) The reactants are [Cl:1][C:2]1[C:7]([C:8]([F:11])([F:10])[F:9])=[CH:6][CH:5]=[CH:4][C:3]=1[C:12]([N:14]1[CH2:19][CH2:18][C:17]2[C:20](I)=[N:21][N:22](C3CCCCO3)[C:16]=2[CH2:15]1)=[O:13].[F:30][C:31]1[CH:32]=[C:33](B(O)O)[CH:34]=[N:35][CH:36]=1.P([O-])([O-])([O-])=O.[K+].[K+].[K+]. The catalyst is O1CCOCC1.C1C=CC(P(C2C=CC=CC=2)[C-]2C=CC=C2)=CC=1.C1C=CC(P(C2C=CC=CC=2)[C-]2C=CC=C2)=CC=1.Cl[Pd]Cl.[Fe+2].C1(P(C2C=CC=CC=2)[C-]2C=CC=C2)C=CC=CC=1.[C-]1(P(C2C=CC=CC=2)C2C=CC=CC=2)C=CC=C1.[Fe+2]. The product is [Cl:1][C:2]1[C:7]([C:8]([F:11])([F:10])[F:9])=[CH:6][CH:5]=[CH:4][C:3]=1[C:12]([N:14]1[CH2:19][CH2:18][C:17]2=[C:20]([C:33]3[CH:34]=[N:35][CH:36]=[C:31]([F:30])[CH:32]=3)[NH:21][N:22]=[C:16]2[CH2:15]1)=[O:13]. The yield is 0.420. (5) The reactants are [C:1](=[O:4])([O-])N.[CH3:5][O:6][C:7](=[O:20])[NH:8][C:9]1[S:10][C:11]2[CH:17]=[CH:16][CH:15]=[C:14]([O:18][CH3:19])[C:12]=2[N:13]=1. No catalyst specified. The product is [CH3:5][O:6][C:7](=[O:20])[NH:8][C:9]1[S:10][C:11]2[C:17]([N:13]3[CH2:9][CH2:1][O:4][CH2:11][CH2:12]3)=[CH:16][CH:15]=[C:14]([O:18][CH3:19])[C:12]=2[N:13]=1. The yield is 0.580. (6) The reactants are [CH:1]([C:4]1[C:5]([O:13][CH2:14][CH2:15][CH3:16])=[C:6]([CH:10]=[CH:11][CH:12]=1)[CH2:7]CN)([CH3:3])[CH3:2].[C:17](Cl)(=[O:20])[CH:18]=[CH2:19].[CH2:22]([N:24](CC)CC)C. The catalyst is C(Cl)Cl. The product is [CH:1]([C:4]1[C:5]([O:13][CH2:14][CH2:15][CH3:16])=[C:6]([CH:10]=[CH:11][CH:12]=1)[CH2:7][N:24]([CH3:22])[C:17](=[O:20])[CH:18]=[CH2:19])([CH3:2])[CH3:3]. The yield is 0.880. (7) The reactants are Br[C:2]1[CH:10]=[C:9]2[C:5]([CH:6]=[CH:7][NH:8]2)=[CH:4][CH:3]=1.[C:11]1(B(O)O)[CH:16]=[CH:15][CH:14]=[CH:13][CH:12]=1.C([O-])(O)=O.[Na+]. The catalyst is C1(C)C=CC=CC=1.CCO.[Cl-].[Na+].O. The product is [C:11]1([C:2]2[CH:10]=[C:9]3[C:5]([CH:6]=[CH:7][NH:8]3)=[CH:4][CH:3]=2)[CH:16]=[CH:15][CH:14]=[CH:13][CH:12]=1. The yield is 0.450. (8) The reactants are [CH2:1]([N:3]1[CH2:8][C:7]([CH2:11][CH3:12])([CH2:9][CH3:10])[O:6][C:5](=[O:13])[CH2:4]1)[CH3:2].C[Si]([N-][Si](C)(C)C)(C)C.[Li+].Br[CH2:25][C:26]([O:28][C:29]([CH3:32])([CH3:31])[CH3:30])=[O:27]. The catalyst is O1CCCC1. The product is [CH2:1]([N:3]1[CH2:8][C:7]([CH2:11][CH3:12])([CH2:9][CH3:10])[O:6][C:5](=[O:13])[CH:4]1[CH2:25][C:26]([O:28][C:29]([CH3:32])([CH3:31])[CH3:30])=[O:27])[CH3:2]. The yield is 0.760.